Dataset: Forward reaction prediction with 1.9M reactions from USPTO patents (1976-2016). Task: Predict the product of the given reaction. (1) The product is: [Br:36][CH2:23][C:4]1[C:3]([C:1]#[N:2])=[CH:19][C:7]([C:8]([N:10]([CH3:18])[C:11](=[O:17])[O:12][C:13]([CH3:15])([CH3:16])[CH3:14])=[O:9])=[C:6]([O:20][CH2:21][CH3:22])[CH:5]=1. Given the reactants [C:1]([C:3]1[C:4]([CH3:23])=[CH:5][C:6]([O:20][CH2:21][CH3:22])=[C:7]([CH:19]=1)[C:8]([N:10]([CH3:18])[C:11](=[O:17])[O:12][C:13]([CH3:16])([CH3:15])[CH3:14])=[O:9])#[N:2].N(C(C)(C)C#N)=NC(C)(C)C#N.[Br:36]N1C(=O)CCC1=O, predict the reaction product. (2) Given the reactants [CH:1]1([CH2:4][O:5][C:6]2[N:11]=[C:10]([C:12]([OH:14])=O)[CH:9]=[CH:8][C:7]=2[N:15]2[CH2:18][C:17]([F:20])([F:19])[CH2:16]2)[CH2:3][CH2:2]1.[CH3:21][CH:22]([CH3:32])[CH2:23][CH:24]([C:26]1[CH:27]=[N:28][CH:29]=[CH:30][CH:31]=1)[NH2:25], predict the reaction product. The product is: [CH3:21][CH:22]([CH3:32])[CH2:23][CH:24]([NH:25][C:12]([C:10]1[CH:9]=[CH:8][C:7]([N:15]2[CH2:18][C:17]([F:20])([F:19])[CH2:16]2)=[C:6]([O:5][CH2:4][CH:1]2[CH2:2][CH2:3]2)[N:11]=1)=[O:14])[C:26]1[CH:27]=[N:28][CH:29]=[CH:30][CH:31]=1. (3) Given the reactants [CH3:1][C:2]1[C:3]([N:8]([CH2:18][O:19][CH2:20][CH2:21][O:22][CH3:23])[S:9]([C:12]2[S:13][CH:14]=[CH:15][C:16]=2Br)(=[O:11])=[O:10])=[N:4][O:5][C:6]=1[CH3:7].B(O)(O)[C:25]1[CH:30]=[CH:29][C:28]([CH:31]=[O:32])=[CH:27][CH:26]=1.C(=O)([O-])[O-].[Na+].[Na+].C(OCC)(=O)C, predict the reaction product. The product is: [CH3:1][C:2]1[C:3]([N:8]([CH2:18][O:19][CH2:20][CH2:21][O:22][CH3:23])[S:9]([C:12]2[S:13][CH:14]=[CH:15][C:16]=2[C:25]2[CH:30]=[CH:29][C:28]([CH:31]=[O:32])=[CH:27][CH:26]=2)(=[O:11])=[O:10])=[N:4][O:5][C:6]=1[CH3:7]. (4) The product is: [NH3:19].[CH:12]1([CH2:11][CH2:10][CH2:9][C@@H:8]([C:18]2[O:22][N:21]=[C:20]([C:23]([N:34]3[CH2:35][CH2:36][CH:31]([N:30]([CH3:37])[CH3:29])[CH2:32][CH2:33]3)=[O:24])[N:19]=2)[CH2:7][C:6]([O:5][C:1]([CH3:4])([CH3:2])[CH3:3])=[O:28])[CH2:13][CH2:14][CH2:15][CH2:16][CH2:17]1. Given the reactants [C:1]([O:5][C:6](=[O:28])[CH2:7][C@H:8]([C:18]1[O:22][N:21]=[C:20]([C:23](OCC)=[O:24])[N:19]=1)[CH2:9][CH2:10][CH2:11][CH:12]1[CH2:17][CH2:16][CH2:15][CH2:14][CH2:13]1)([CH3:4])([CH3:3])[CH3:2].[CH3:29][N:30]([CH3:37])[CH:31]1[CH2:36][CH2:35][NH:34][CH2:33][CH2:32]1, predict the reaction product. (5) The product is: [Cl:33][C:23]1[CH:24]=[CH:25][C:20]([N:17]2[CH2:18][CH2:19][N:14]([C:12]3[C:11]4[C:6](=[CH:7][C:8]([O:31][CH3:32])=[C:9]([O:29][CH3:30])[CH:10]=4)[N:5]=[C:4]([CH:1]4[CH2:2][CH2:3]4)[N:13]=3)[CH2:15][CH2:16]2)=[C:21]([N:26]([CH3:27])[CH3:28])[CH:22]=1. Given the reactants [CH:1]1([C:4]2[N:13]=[C:12]([N:14]3[CH2:19][CH2:18][N:17]([C:20]4[CH:25]=[CH:24][CH:23]=[CH:22][C:21]=4[N:26]([CH3:28])[CH3:27])[CH2:16][CH2:15]3)[C:11]3[C:6](=[CH:7][C:8]([O:31][CH3:32])=[C:9]([O:29][CH3:30])[CH:10]=3)[N:5]=2)[CH2:3][CH2:2]1.[Cl:33]C1C=CC(N2CCN(C3C4C(=CC(OC)=C(OC)C=4)N=C(C4CC4)N=3)CC2)=C(N)C=1, predict the reaction product. (6) Given the reactants [F:1][C:2]([F:12])([F:11])[C:3]1[CH:8]=[CH:7][C:6]([NH:9][NH2:10])=[CH:5][CH:4]=1.[OH:13][C:14]1[CH:21]=[CH:20][C:17]([CH:18]=O)=[CH:16][CH:15]=1, predict the reaction product. The product is: [F:1][C:2]([F:11])([F:12])[C:3]1[CH:4]=[CH:5][C:6]([NH:9][N:10]=[CH:18][C:17]2[CH:20]=[CH:21][C:14]([OH:13])=[CH:15][CH:16]=2)=[CH:7][CH:8]=1. (7) Given the reactants [C:1]([O:5][C:6]([N:8]1[CH2:13][CH2:12][CH:11]([C:14]2[CH:15]=[C:16]3[C:25](=[CH:26][C:27]=2Br)[O:24][CH2:23][C:22]2[N:17]3[CH:18]([CH3:30])[C:19](=[O:29])[NH:20][N:21]=2)[CH2:10][CH2:9]1)=[O:7])([CH3:4])([CH3:3])[CH3:2].[CH:31]1(B(O)O)[CH2:33][CH2:32]1.C([O-])([O-])=O.[K+].[K+], predict the reaction product. The product is: [C:1]([O:5][C:6]([N:8]1[CH2:13][CH2:12][CH:11]([C:14]2[CH:15]=[C:16]3[C:25](=[CH:26][C:27]=2[CH:31]2[CH2:33][CH2:32]2)[O:24][CH2:23][C:22]2[N:17]3[CH:18]([CH3:30])[C:19](=[O:29])[NH:20][N:21]=2)[CH2:10][CH2:9]1)=[O:7])([CH3:4])([CH3:3])[CH3:2]. (8) Given the reactants [CH2:1]([C:3]1[O:8][C:7](=[O:9])[C:6]([C:10](=[O:13])[CH2:11][CH3:12])=[C:5]([OH:14])[CH:4]=1)[CH3:2].[Li+].CC([N-]C(C)C)C.Br[CH2:24][CH2:25][CH2:26][O:27][Si:28]([C:31]([CH3:34])([CH3:33])[CH3:32])([CH3:30])[CH3:29].CN(P(N(C)C)(N(C)C)=O)C, predict the reaction product. The product is: [Si:28]([O:27][CH2:26][CH2:25][CH2:24][CH:1]([C:3]1[O:8][C:7](=[O:9])[C:6]([C:10](=[O:13])[CH2:11][CH3:12])=[C:5]([OH:14])[CH:4]=1)[CH3:2])([C:31]([CH3:34])([CH3:33])[CH3:32])([CH3:30])[CH3:29]. (9) The product is: [CH3:15][O:14][C:10]1[CH:9]=[C:8]([CH2:7][C:6]2[C:5](=[O:16])[NH:21][C:22](=[S:23])[NH:24][CH:25]=2)[CH:13]=[CH:12][N:11]=1. Given the reactants [H-].[Na+].CO[C:5](=[O:16])[CH2:6][CH2:7][C:8]1[CH:13]=[CH:12][N:11]=[C:10]([O:14][CH3:15])[CH:9]=1.C(OC)=O.[NH2:21][C:22]([NH2:24])=[S:23].[CH2:25](N(CC)CC)C, predict the reaction product. (10) Given the reactants [Cl:1][C:2]1[CH:3]=[CH:4][CH:5]=[C:6]2[C:10]=1[NH:9][CH:8]=[C:7]2[CH2:11][CH2:12][CH2:13][NH:14][CH:15]1[CH2:24][C:23]2[C:22]([C:25]([NH2:27])=[O:26])=[CH:21][CH:20]=[C:19]([F:28])[C:18]=2[O:17][CH2:16]1.[CH:29](=O)[CH3:30], predict the reaction product. The product is: [Cl:1][C:2]1[CH:3]=[CH:4][CH:5]=[C:6]2[C:10]=1[NH:9][CH:8]=[C:7]2[CH2:11][CH2:12][CH2:13][N:14]([CH2:29][CH3:30])[CH:15]1[CH2:24][C:23]2[C:22]([C:25]([NH2:27])=[O:26])=[CH:21][CH:20]=[C:19]([F:28])[C:18]=2[O:17][CH2:16]1.